This data is from Catalyst prediction with 721,799 reactions and 888 catalyst types from USPTO. The task is: Predict which catalyst facilitates the given reaction. (1) Reactant: [C:1]([C:3]1[C:19]([CH2:20][CH3:21])=[CH:18][CH:17]=[CH:16][C:4]=1[O:5][C:6]1[CH:14]=[CH:13][C:9]([C:10]([OH:12])=O)=[CH:8][C:7]=1[CH3:15])#[N:2].Cl.C(N=C=NCCCN(C)C)C.ON1C2C=CC=CC=2N=N1.C(N(CC)CC)C.[NH2:51][CH2:52][C:53]1[C:54]([OH:61])=[N:55][C:56]([CH3:60])=[CH:57][C:58]=1[CH3:59]. Product: [C:1]([C:3]1[C:19]([CH2:20][CH3:21])=[CH:18][CH:17]=[CH:16][C:4]=1[O:5][C:6]1[CH:14]=[CH:13][C:9]([C:10]([NH:51][CH2:52][C:53]2[C:54]([OH:61])=[N:55][C:56]([CH3:60])=[CH:57][C:58]=2[CH3:59])=[O:12])=[CH:8][C:7]=1[CH3:15])#[N:2]. The catalyst class is: 4. (2) Reactant: [Cl-].O[NH3+:3].[C:4](=[O:7])([O-])[OH:5].[Na+].CS(C)=O.[CH2:13]([C:17]1[N:18]=[C:19]([CH3:44])[N:20]([CH2:39][C:40]([OH:43])([CH3:42])[CH3:41])[C:21](=[O:38])[C:22]=1[CH2:23][C:24]1[CH:29]=[CH:28][C:27]([C:30]2[C:31]([C:36]#[N:37])=[CH:32][CH:33]=[CH:34][CH:35]=2)=[CH:26][CH:25]=1)[CH2:14][CH2:15][CH3:16]. Product: [CH2:13]([C:17]1[N:18]=[C:19]([CH3:44])[N:20]([CH2:39][C:40]([OH:43])([CH3:42])[CH3:41])[C:21](=[O:38])[C:22]=1[CH2:23][C:24]1[CH:29]=[CH:28][C:27]([C:30]2[CH:35]=[CH:34][CH:33]=[CH:32][C:31]=2[C:36]2[NH:3][C:4](=[O:7])[O:5][N:37]=2)=[CH:26][CH:25]=1)[CH2:14][CH2:15][CH3:16]. The catalyst class is: 13. (3) Reactant: [CH3:1][O:2][C:3]1[CH:8]=[C:7]([N+:9]([O-])=O)[CH:6]=[CH:5][C:4]=1[N:12]1[CH2:17][CH2:16][N:15]([CH2:18][C@@H:19]([OH:21])[CH3:20])[CH2:14][CH2:13]1. Product: [NH2:9][C:7]1[CH:6]=[CH:5][C:4]([N:12]2[CH2:17][CH2:16][N:15]([CH2:18][C@@H:19]([OH:21])[CH3:20])[CH2:14][CH2:13]2)=[C:3]([O:2][CH3:1])[CH:8]=1. The catalyst class is: 29.